From a dataset of NCI-60 drug combinations with 297,098 pairs across 59 cell lines. Regression. Given two drug SMILES strings and cell line genomic features, predict the synergy score measuring deviation from expected non-interaction effect. (1) Drug 1: C1CN(CCN1C(=O)CCBr)C(=O)CCBr. Drug 2: C1=NNC2=C1C(=O)NC=N2. Cell line: IGROV1. Synergy scores: CSS=21.9, Synergy_ZIP=-5.71, Synergy_Bliss=0.247, Synergy_Loewe=-2.66, Synergy_HSA=0.811. (2) Synergy scores: CSS=50.2, Synergy_ZIP=-0.108, Synergy_Bliss=-0.476, Synergy_Loewe=-0.355, Synergy_HSA=-0.897. Drug 1: CC1C(C(CC(O1)OC2CC(OC(C2O)C)OC3=CC4=CC5=C(C(=O)C(C(C5)C(C(=O)C(C(C)O)O)OC)OC6CC(C(C(O6)C)O)OC7CC(C(C(O7)C)O)OC8CC(C(C(O8)C)O)(C)O)C(=C4C(=C3C)O)O)O)O. Drug 2: C#CCC(CC1=CN=C2C(=N1)C(=NC(=N2)N)N)C3=CC=C(C=C3)C(=O)NC(CCC(=O)O)C(=O)O. Cell line: UACC-257.